This data is from Full USPTO retrosynthesis dataset with 1.9M reactions from patents (1976-2016). The task is: Predict the reactants needed to synthesize the given product. (1) Given the product [CH3:49][N:50]1[C:58]2[C:53](=[CH:54][C:55]([C:59]3[CH:60]=[C:61]([NH:65][C:22]([C:17]4[C:18](=[O:21])[O:19][C:20]5[C:15]([CH:16]=4)=[CH:14][CH:13]=[CH:12][C:11]=5[OH:10])=[O:24])[CH:62]=[CH:63][CH:64]=3)=[CH:56][CH:57]=2)[CH:52]=[CH:51]1, predict the reactants needed to synthesize it. The reactants are: CCN(C(C)C)C(C)C.[OH:10][C:11]1[CH:12]=[CH:13][CH:14]=[C:15]2[C:20]=1[O:19][C:18](=[O:21])[C:17]([C:22]([OH:24])=O)=[CH:16]2.CN(C(ON1N=NC2C=CC=NC1=2)=[N+](C)C)C.F[P-](F)(F)(F)(F)F.[CH3:49][N:50]1[C:58]2[C:53](=[CH:54][C:55]([C:59]3[CH:60]=[C:61]([NH2:65])[CH:62]=[CH:63][CH:64]=3)=[CH:56][CH:57]=2)[CH:52]=[CH:51]1. (2) The reactants are: [C:1]([N:5]1[C:13]2[CH:12]=[CH:11][N:10]=[C:9]([O:14][CH3:15])[C:8]=2[C:7]([C:16]2[CH:17]=[C:18]([C:21]([O:23]C)=[O:22])[S:19][CH:20]=2)=[N:6]1)([CH3:4])([CH3:3])[CH3:2].CO.[OH-].[Na+].Cl. Given the product [C:1]([N:5]1[C:13]2[CH:12]=[CH:11][N:10]=[C:9]([O:14][CH3:15])[C:8]=2[C:7]([C:16]2[CH:17]=[C:18]([C:21]([OH:23])=[O:22])[S:19][CH:20]=2)=[N:6]1)([CH3:4])([CH3:2])[CH3:3], predict the reactants needed to synthesize it. (3) Given the product [O:38]1[C:34]([C@H:31]2[CH2:32][CH2:33][C@H:28]([N:18]3[C:17](=[O:42])[C:16]([CH2:15][C:12]4[CH:13]=[CH:14][C:9]([C:4]5[C:3]([C:1]#[N:2])=[CH:8][CH:7]=[CH:6][CH:5]=5)=[CH:10][CH:11]=4)=[C:21]([CH2:22][CH2:23][CH3:24])[N:20]4[N:25]=[CH:26][N:27]=[C:19]34)[CH2:29][CH2:30]2)=[CH:35][N:36]=[CH:37]1, predict the reactants needed to synthesize it. The reactants are: [C:1]([C:3]1[CH:8]=[CH:7][CH:6]=[CH:5][C:4]=1[C:9]1[CH:14]=[CH:13][C:12]([CH2:15][C:16]2[C:17](=[O:42])[N:18]([C@H:28]3[CH2:33][CH2:32][C@H:31]([C:34]4[O:38][CH:37]=[N:36][C:35]=4C(O)=O)[CH2:30][CH2:29]3)[C:19]3[N:20]([N:25]=[CH:26][N:27]=3)[C:21]=2[CH2:22][CH2:23][CH3:24])=[CH:11][CH:10]=1)#[N:2].N1C2C(=CC=CC=2)C=CC=1.Cl.